From a dataset of Reaction yield outcomes from USPTO patents with 853,638 reactions. Predict the reaction yield, written as a fraction of the theoretical maximum amount of product (1.0 means a 100% yield; for example, 0.34 means a 34% yield). The reactants are [C:1]([NH2:4])(=[O:3])[CH3:2].[O-]P([O-])([O-])=O.[K+].[K+].[K+].CN[C@@H:15]1[CH2:20][CH2:19][CH2:18][CH2:17][C@H:16]1NC.IC1C=CC=CC=1.CCCCCCCCCCCC. The catalyst is [Cu]I.C(OCC)(=O)C.C1(C)C=CC=CC=1. The product is [C:15]1([NH:4][C:1](=[O:3])[CH3:2])[CH:20]=[CH:19][CH:18]=[CH:17][CH:16]=1. The yield is 1.00.